Dataset: Forward reaction prediction with 1.9M reactions from USPTO patents (1976-2016). Task: Predict the product of the given reaction. (1) Given the reactants [NH2:1][C:2]1[CH:3]=[C:4]([N:8]2[CH2:13][CH2:12][N:11]([C:14]([C:16]3[N:17]([C:22]4[CH:27]=[CH:26][CH:25]=[CH:24][CH:23]=4)[N:18]=[C:19]([CH3:21])[CH:20]=3)=[O:15])[CH2:10][CH2:9]2)[CH:5]=[CH:6][CH:7]=1.C(N(CC)CC)C.I[CH2:36][CH2:37][OH:38].C(OCC)(=O)C, predict the reaction product. The product is: [OH:38][CH2:37][CH2:36][NH:1][C:2]1[CH:3]=[C:4]([N:8]2[CH2:9][CH2:10][N:11]([C:14]([C:16]3[N:17]([C:22]4[CH:23]=[CH:24][CH:25]=[CH:26][CH:27]=4)[N:18]=[C:19]([CH3:21])[CH:20]=3)=[O:15])[CH2:12][CH2:13]2)[CH:5]=[CH:6][CH:7]=1. (2) Given the reactants [CH3:1][CH2:2][CH:3]([O:6][C@H:7]1[C@H:12]([NH:13][C:14]([CH3:16])=[O:15])[C@@H:11]([NH2:17])[CH2:10][C:9]([C:18]([O:20][CH2:21][CH3:22])=[O:19])=[CH:8]1)[CH2:4][CH3:5].[C:23](O[C:23]([O:25][C:26]([CH3:29])([CH3:28])[CH3:27])=[O:24])([O:25][C:26]([CH3:29])([CH3:28])[CH3:27])=[O:24].C([N:40](CC)CC)C, predict the reaction product. The product is: [CH3:5][CH2:4][CH:3]([O:6][C@H:7]1[C@H:12]([NH:13][C:14]([CH3:16])=[O:15])[C@@H:11]([NH2:17])[CH2:10][C:9]([C:18]([O:20][CH2:21][CH3:22])=[O:19])=[CH:8]1)[CH2:2][CH3:1].[C:23]([NH-:40])([O:25][C:26]([CH3:29])([CH3:28])[CH3:27])=[O:24]. (3) Given the reactants [C:1]1([C:7]#[C:8][C:9]2[CH:10]=[CH:11][C:12]([NH2:15])=[N:13][CH:14]=2)[CH:6]=[CH:5][CH:4]=[CH:3][CH:2]=1.N1C=CC=CC=1.[C:22](Cl)(=[O:27])[C:23]([CH3:26])([CH3:25])[CH3:24], predict the reaction product. The product is: [CH3:24][C:23]([CH3:26])([CH3:25])[C:22]([NH:15][C:12]1[CH:11]=[CH:10][C:9]([C:8]#[C:7][C:1]2[CH:6]=[CH:5][CH:4]=[CH:3][CH:2]=2)=[CH:14][N:13]=1)=[O:27]. (4) Given the reactants [CH3:1][O:2][C:3](=[O:21])[CH2:4][C:5]([N:8]1[CH:12]=[C:11]([NH:13][C:14](=[O:20])[CH:15]([NH2:19])[CH2:16][CH2:17][CH3:18])[N:10]=[CH:9]1)([CH3:7])[CH3:6].[F:22][C:23]1[CH:24]=[C:25]([CH2:30][C:31](O)=[O:32])[CH:26]=[C:27]([F:29])[CH:28]=1, predict the reaction product. The product is: [CH3:1][O:2][C:3](=[O:21])[CH2:4][C:5]([N:8]1[CH:12]=[C:11]([NH:13][C:14](=[O:20])[CH:15]([NH:19][C:31](=[O:32])[CH2:30][C:25]2[CH:24]=[C:23]([F:22])[CH:28]=[C:27]([F:29])[CH:26]=2)[CH2:16][CH2:17][CH3:18])[N:10]=[CH:9]1)([CH3:6])[CH3:7]. (5) Given the reactants [C:1]([O:5][C:6]([NH:8][C@H:9]1[CH2:17][O:16][C:15](=[O:18])[C@H:14]([CH2:19]C(O)=O)[C@@H:13]([O:23][C:24](=[O:28])[CH:25]([CH3:27])[CH3:26])[C@H:12]([CH3:29])[O:11][C:10]1=[O:30])=[O:7])([CH3:4])([CH3:3])[CH3:2].CN1CCOCC1.C(OC(Cl)=O)C(C)C.[SH:46][C:47]1[CH:52]=[CH:51][CH:50]=[CH:49][N+:48]=1[O-].[Al], predict the reaction product. The product is: [C:24]([O:23][C@@H:13]1[C@@H:14]([CH2:19][S:46][C:47]2[CH:52]=[CH:51][CH:50]=[CH:49][N:48]=2)[C:15](=[O:18])[O:16][CH2:17][C@H:9]([NH:8][C:6]([O:5][C:1]([CH3:3])([CH3:2])[CH3:4])=[O:7])[C:10](=[O:30])[O:11][C@H:12]1[CH3:29])(=[O:28])[CH:25]([CH3:27])[CH3:26].